This data is from Peptide-MHC class II binding affinity with 134,281 pairs from IEDB. The task is: Regression. Given a peptide amino acid sequence and an MHC pseudo amino acid sequence, predict their binding affinity value. This is MHC class II binding data. (1) The peptide sequence is GQLQIVDKIDAAFKI. The MHC is DRB1_0802 with pseudo-sequence DRB1_0802. The binding affinity (normalized) is 0.634. (2) The peptide sequence is KSRFFIWSQEVPLLT. The MHC is DRB1_0301 with pseudo-sequence DRB1_0301. The binding affinity (normalized) is 0.667.